This data is from Full USPTO retrosynthesis dataset with 1.9M reactions from patents (1976-2016). The task is: Predict the reactants needed to synthesize the given product. (1) The reactants are: ClC(Cl)(Cl)C(=N)O[CH:5]([C:9]1[CH:14]=[CH:13][C:12]([Br:15])=[CH:11][CH:10]=1)[C:6]([CH3:8])=[CH2:7].[C:19]([CH2:21][NH:22][C:23](=[O:30])[C@@H:24]([OH:29])[CH2:25][CH:26]([CH3:28])[CH3:27])#[N:20].CC1C=CC(S([O-])(=O)=O)=CC=1.C1C=C[NH+]=CC=1.CC(C)=O.CCOC(C)=O. Given the product [Br:15][C:12]1[CH:13]=[CH:14][C:9]([CH:5]([O:29][C@@H:24]([CH2:25][CH:26]([CH3:27])[CH3:28])[C:23]([NH:22][CH2:21][C:19]#[N:20])=[O:30])[C:6]([CH3:8])=[CH2:7])=[CH:10][CH:11]=1, predict the reactants needed to synthesize it. (2) Given the product [CH2:1]([O:5][CH2:6][CH2:7][O:8][C:9]1[CH:14]=[CH:13][C:12]([C:15]2[CH:16]=[CH:17][C:18]3[NH:24][CH2:23][CH2:22][C:21]([C:31]([NH:33][C:34]4[CH:39]=[CH:38][C:37]([CH:40]([OH:48])[C:41]5[CH:46]=[CH:45][CH:44]=[CH:43][N+:42]=5[O-:47])=[C:36]([O:49][CH2:50][C:51]([F:54])([F:52])[F:53])[CH:35]=4)=[O:32])=[CH:20][C:19]=3[CH:55]=2)=[CH:11][CH:10]=1)[CH2:2][CH2:3][CH3:4], predict the reactants needed to synthesize it. The reactants are: [CH2:1]([O:5][CH2:6][CH2:7][O:8][C:9]1[CH:14]=[CH:13][C:12]([C:15]2[CH:16]=[CH:17][C:18]3[N:24](C(=O)C(F)(F)F)[CH2:23][CH2:22][C:21]([C:31]([NH:33][C:34]4[CH:39]=[CH:38][C:37]([CH:40]([OH:48])[C:41]5[CH:46]=[CH:45][CH:44]=[CH:43][N+:42]=5[O-:47])=[C:36]([O:49][CH2:50][C:51]([F:54])([F:53])[F:52])[CH:35]=4)=[O:32])=[CH:20][C:19]=3[CH:55]=2)=[CH:11][CH:10]=1)[CH2:2][CH2:3][CH3:4].[BH4-].[Na+]. (3) Given the product [C:27]([NH:1][C:2]1[N:7]=[C:6]([C:8]([NH:10][CH:11]([C:13]2[CH:14]=[N:15][C:16]([O:21][CH2:22][C:23]([F:25])([F:26])[F:24])=[C:17]([O:19][CH3:20])[CH:18]=2)[CH3:12])=[O:9])[CH:5]=[CH:4][N:3]=1)(=[O:29])[CH3:28], predict the reactants needed to synthesize it. The reactants are: [NH2:1][C:2]1[N:7]=[C:6]([C:8]([NH:10][CH:11]([C:13]2[CH:14]=[N:15][C:16]([O:21][CH2:22][C:23]([F:26])([F:25])[F:24])=[C:17]([O:19][CH3:20])[CH:18]=2)[CH3:12])=[O:9])[CH:5]=[CH:4][N:3]=1.[C:27](Cl)(=[O:29])[CH3:28]. (4) Given the product [N+:1]([O:4][C@H:5]([CH3:16])[CH2:6][CH2:7][CH2:8][C:9]([OH:11])=[O:10])([O-:3])=[O:2], predict the reactants needed to synthesize it. The reactants are: [N+:1]([O:4][C@H:5]([CH3:16])[CH2:6][CH2:7][CH2:8][C:9]([O:11]C(C)(C)C)=[O:10])([O-:3])=[O:2].B(F)(F)F.CCOCC. (5) Given the product [CH2:1]([C:3]1[O:7][N:6]=[C:5]([CH2:8][C:9]2[CH:10]=[CH:11][C:12]([NH2:15])=[CH:13][CH:14]=2)[N:4]=1)[CH3:2], predict the reactants needed to synthesize it. The reactants are: [CH2:1]([C:3]1[O:7][N:6]=[C:5]([CH2:8][C:9]2[CH:14]=[CH:13][C:12]([N+:15]([O-])=O)=[CH:11][CH:10]=2)[N:4]=1)[CH3:2].[Cl-].[Ca+2].[Cl-]. (6) Given the product [CH2:1]([O:3][C:4](=[O:23])[C:5]1[CH:6]=[CH:7][C:8]([N:11]2[C:19]3[C:14](=[CH:15][CH:16]=[C:17]([N+:20]([O-:22])=[O:21])[CH:18]=3)[C:13]([CH:34]=[O:35])=[CH:12]2)=[CH:9][CH:10]=1)[CH3:2], predict the reactants needed to synthesize it. The reactants are: [CH2:1]([O:3][C:4](=[O:23])[C:5]1[CH:10]=[CH:9][C:8]([N:11]2[C:19]3[C:14](=[CH:15][CH:16]=[C:17]([N+:20]([O-:22])=[O:21])[CH:18]=3)[CH:13]=[CH:12]2)=[CH:7][CH:6]=1)[CH3:2].P(Cl)(Cl)(Cl)=O.[OH-].[Na+].Cl.CN(C)[CH:34]=[O:35]. (7) Given the product [OH:46][C:39]1[C:38]([CH2:37][NH:36][C:8](=[O:10])[C:7]2[CH:6]=[CH:5][C:4]([CH:3]([O:2][CH3:1])[C:13]3[CH:18]=[CH:17][CH:16]=[CH:15][CH:14]=3)=[CH:12][CH:11]=2)=[C:43]([CH3:44])[CH:42]=[C:41]([CH3:45])[N:40]=1, predict the reactants needed to synthesize it. The reactants are: [CH3:1][O:2][CH:3]([C:13]1[CH:18]=[CH:17][CH:16]=[CH:15][CH:14]=1)[C:4]1[CH:12]=[CH:11][C:7]([C:8]([OH:10])=O)=[CH:6][CH:5]=1.ON1C2C=CC=CC=2N=N1.C(N(CC)CC)C.[NH2:36][CH2:37][C:38]1[C:39]([OH:46])=[N:40][C:41]([CH3:45])=[CH:42][C:43]=1[CH3:44]. (8) The reactants are: [NH2:1][C:2]1[CH:3]=[C:4]2[C:8](=[CH:9][CH:10]=1)[NH:7][CH:6]=[CH:5]2.[C:11]([O:15][C:16](O[C:16]([O:15][C:11]([CH3:14])([CH3:13])[CH3:12])=[O:17])=[O:17])([CH3:14])([CH3:13])[CH3:12]. Given the product [C:11]([O:15][C:16](=[O:17])[NH:1][C:2]1[CH:3]=[C:4]2[C:8](=[CH:9][CH:10]=1)[NH:7][CH:6]=[CH:5]2)([CH3:14])([CH3:13])[CH3:12], predict the reactants needed to synthesize it.